This data is from Reaction yield outcomes from USPTO patents with 853,638 reactions. The task is: Predict the reaction yield, written as a fraction of the theoretical maximum amount of product (1.0 means a 100% yield; for example, 0.34 means a 34% yield). (1) The reactants are [Br:1][C:2]1[N:7]2[CH:8]=[CH:9][N:10]=[C:6]2[C:5](Br)=[N:4][CH:3]=1.[CH3:12][S:13]([C:16]1[CH:22]=[CH:21][C:19]([NH2:20])=[CH:18][CH:17]=1)(=[O:15])=[O:14]. The catalyst is C1(C)C=CC=CC=1.C1C=CC(/C=C/C(/C=C/C2C=CC=CC=2)=O)=CC=1.C1C=CC(/C=C/C(/C=C/C2C=CC=CC=2)=O)=CC=1.C1C=CC(/C=C/C(/C=C/C2C=CC=CC=2)=O)=CC=1.[Pd].[Pd].CC1(C)C2C(=C(P(C3C=CC=CC=3)C3C=CC=CC=3)C=CC=2)OC2C(P(C3C=CC=CC=3)C3C=CC=CC=3)=CC=CC1=2. The product is [Br:1][C:2]1[N:7]2[CH:8]=[CH:9][N:10]=[C:6]2[C:5]([NH:20][C:19]2[CH:18]=[CH:17][C:16]([S:13]([CH3:12])(=[O:15])=[O:14])=[CH:22][CH:21]=2)=[N:4][CH:3]=1. The yield is 0.510. (2) The product is [CH2:24]([C:5]1[N:6]([CH2:9][C:10]2[CH:11]=[CH:12][C:13]([C:16]3[C:17]([C:22]#[N:23])=[CH:18][CH:19]=[CH:20][CH:21]=3)=[CH:14][CH:15]=2)[C:7](=[O:8])[C:2]([C:38]2[CH:39]=[CH:40][C:34]3[O:33][CH:32]([CH3:31])[CH2:36][C:35]=3[CH:37]=2)=[C:3]([CH:28]2[CH2:29][CH2:30]2)[N:4]=1)[CH2:25][CH2:26][CH3:27]. The yield is 0.840. The reactants are Br[C:2]1[C:7](=[O:8])[N:6]([CH2:9][C:10]2[CH:15]=[CH:14][C:13]([C:16]3[C:17]([C:22]#[N:23])=[CH:18][CH:19]=[CH:20][CH:21]=3)=[CH:12][CH:11]=2)[C:5]([CH2:24][CH2:25][CH2:26][CH3:27])=[N:4][C:3]=1[CH:28]1[CH2:30][CH2:29]1.[CH3:31][CH:32]1[CH2:36][C:35]2[CH:37]=[C:38](B(O)O)[CH:39]=[CH:40][C:34]=2[O:33]1.C(=O)([O-])[O-].[Cs+].[Cs+]. The catalyst is O1CCOCC1.C(OCC)(=O)C.C1C=CC(P(C2C=CC=CC=2)[C-]2C=CC=C2)=CC=1.C1C=CC(P(C2C=CC=CC=2)[C-]2C=CC=C2)=CC=1.Cl[Pd]Cl.[Fe+2]. (3) The reactants are CC(OI1(OC(C)=O)(OC(C)=O)OC(=O)C2C=CC=CC1=2)=O.[C:23]([O:27][C:28]([N:30]1[CH2:35][CH2:34][C:33]2[N:36]([CH2:49][CH2:50][CH2:51][OH:52])[N:37]=[C:38]([C:39]3[CH:44]=[CH:43][C:42]([C:45]([F:48])([F:47])[F:46])=[CH:41][CH:40]=3)[C:32]=2[CH2:31]1)=[O:29])([CH3:26])([CH3:25])[CH3:24]. The catalyst is C(Cl)Cl.CCOCC.C([O-])(O)=O.[Na+]. The product is [C:23]([O:27][C:28]([N:30]1[CH2:35][CH2:34][C:33]2[N:36]([CH2:49][CH2:50][CH:51]=[O:52])[N:37]=[C:38]([C:39]3[CH:44]=[CH:43][C:42]([C:45]([F:48])([F:46])[F:47])=[CH:41][CH:40]=3)[C:32]=2[CH2:31]1)=[O:29])([CH3:26])([CH3:25])[CH3:24]. The yield is 0.790.